From a dataset of Full USPTO retrosynthesis dataset with 1.9M reactions from patents (1976-2016). Predict the reactants needed to synthesize the given product. (1) Given the product [NH2:38][C:34]1[CH:33]=[C:32]([CH:37]=[CH:36][CH:35]=1)[CH2:31][O:30][CH:18]1[CH:17]([C:14]2[CH:13]=[CH:12][C:11]([O:10][CH2:9][CH2:8][CH2:7][O:6][CH2:5][C:4]3[CH:41]=[CH:42][CH:43]=[CH:44][C:3]=3[O:2][CH3:1])=[CH:16][CH:15]=2)[CH2:22][CH2:21][N:20]([C:23]([O:25][C:26]([CH3:27])([CH3:29])[CH3:28])=[O:24])[CH2:19]1, predict the reactants needed to synthesize it. The reactants are: [CH3:1][O:2][C:3]1[CH:44]=[CH:43][CH:42]=[CH:41][C:4]=1[CH2:5][O:6][CH2:7][CH2:8][CH2:9][O:10][C:11]1[CH:16]=[CH:15][C:14]([CH:17]2[CH2:22][CH2:21][N:20]([C:23]([O:25][C:26]([CH3:29])([CH3:28])[CH3:27])=[O:24])[CH2:19][CH:18]2[O:30][CH2:31][C:32]2[CH:37]=[CH:36][CH:35]=[C:34]([N+:38]([O-])=O)[CH:33]=2)=[CH:13][CH:12]=1. (2) Given the product [CH3:13][C:3]([CH3:14])([CH2:2][NH:1][C:19]1[CH:20]=[CH:21][CH:22]=[CH:23][C:18]=1[N+:15]([O-:17])=[O:16])[CH2:4][NH:5][C:6](=[O:12])[O:7][C:8]([CH3:9])([CH3:11])[CH3:10], predict the reactants needed to synthesize it. The reactants are: [NH2:1][CH2:2][C:3]([CH3:14])([CH3:13])[CH2:4][NH:5][C:6](=[O:12])[O:7][C:8]([CH3:11])([CH3:10])[CH3:9].[N+:15]([C:18]1[CH:23]=[CH:22][CH:21]=[CH:20][C:19]=1NC1CCN(C(OC(C)(C)C)=O)CC1)([O-:17])=[O:16]. (3) Given the product [CH:22]1([C:18]2[N:17]3[C:3]4[C:2]([NH:1][C:28](=[O:29])[C:21]3=[CH:20][N:19]=2)=[CH:16][CH:15]=[C:5]([C:6]([N:8]([CH2:10][CH2:11][O:12][CH2:13][CH3:14])[CH3:9])=[O:7])[CH:4]=4)[CH2:27][CH2:26][CH2:25][CH2:24][CH2:23]1, predict the reactants needed to synthesize it. The reactants are: [NH2:1][C:2]1[CH:16]=[CH:15][C:5]([C:6]([N:8]([CH2:10][CH2:11][O:12][CH2:13][CH3:14])[CH3:9])=[O:7])=[CH:4][C:3]=1[N:17]1[CH:21]=[CH:20][N:19]=[C:18]1[CH:22]1[CH2:27][CH2:26][CH2:25][CH2:24][CH2:23]1.[C:28](N1C=CN=C1)(N1C=CN=C1)=[O:29]. (4) Given the product [CH3:14][O:8][C:7]([C@@H:2]1[CH2:3][CH2:4][CH2:5][CH2:6][NH:1]1)=[O:9], predict the reactants needed to synthesize it. The reactants are: [NH:1]1[CH2:6][CH2:5][CH2:4][CH2:3][C@H:2]1[C:7]([OH:9])=[O:8].S(Cl)(Cl)=O.[CH3:14]O.